This data is from Full USPTO retrosynthesis dataset with 1.9M reactions from patents (1976-2016). The task is: Predict the reactants needed to synthesize the given product. (1) Given the product [C:27]([Si:14]([C:21]1[CH:26]=[CH:25][CH:24]=[CH:23][CH:22]=1)([C:15]1[CH:16]=[CH:17][CH:18]=[CH:19][CH:20]=1)[O:1][CH2:2][C@H:3]([CH3:8])[C:4]([O:6][CH3:7])=[O:5])([CH3:30])([CH3:28])[CH3:29], predict the reactants needed to synthesize it. The reactants are: [OH:1][CH2:2][C@H:3]([CH3:8])[C:4]([O:6][CH3:7])=[O:5].N1C=CN=C1.[Si:14](Cl)([C:27]([CH3:30])([CH3:29])[CH3:28])([C:21]1[CH:26]=[CH:25][CH:24]=[CH:23][CH:22]=1)[C:15]1[CH:20]=[CH:19][CH:18]=[CH:17][CH:16]=1. (2) The reactants are: [Cl:1][C:2]1[CH:3]=[C:4]([C@H:8]([O:20][CH2:21][CH2:22][NH:23][C:24]([O:26][CH3:27])=[O:25])[C:9]2[CH:10]=[C:11]([CH:17]=[CH:18][CH:19]=2)[C:12]([O:14]CC)=[O:13])[CH:5]=[CH:6][CH:7]=1.CO.[OH-].[Na+]. Given the product [Cl:1][C:2]1[CH:3]=[C:4]([C@H:8]([O:20][CH2:21][CH2:22][NH:23][C:24]([O:26][CH3:27])=[O:25])[C:9]2[CH:10]=[C:11]([CH:17]=[CH:18][CH:19]=2)[C:12]([OH:14])=[O:13])[CH:5]=[CH:6][CH:7]=1, predict the reactants needed to synthesize it. (3) Given the product [Br:8][C:4]1[N:3]=[C:2]([C:24]2[CH:25]=[CH:26][C:21]([C:19]([NH:18][CH2:17][C:16]([F:30])([F:31])[F:15])=[O:20])=[CH:22][CH:23]=2)[CH:7]=[N:6][CH:5]=1.[C:9]([OH:10])([C:16]([F:31])([F:30])[F:15])=[O:12], predict the reactants needed to synthesize it. The reactants are: Br[C:2]1[CH:7]=[N:6][CH:5]=[C:4]([Br:8])[N:3]=1.[C:9](=[O:12])([O-])[O-:10].[Na+].[Na+].[F:15][C:16]([F:31])([F:30])[CH2:17][NH:18][C:19]([C:21]1[CH:26]=[CH:25][C:24](B(O)O)=[CH:23][CH:22]=1)=[O:20].O. (4) Given the product [CH2:28]([O:27][C:25]([C:24]1[NH:22][CH:23]=[C:19]2[C:10]=1[CH:11]1[CH2:21][CH2:20][CH:18]2[C:17]2[CH:16]=[CH:15][CH:14]=[CH:13][C:12]=21)=[O:26])[CH3:29], predict the reactants needed to synthesize it. The reactants are: C1(S([C:10]2[CH:11]3[CH2:21][CH2:20][CH:18]([CH:19]=2)[C:17]2[C:12]3=[CH:13][CH:14]=[CH:15][CH:16]=2)(=O)=O)C=CC=CC=1.[N+:22]([CH2:24][C:25]([O:27][CH2:28][CH3:29])=[O:26])#[C-:23].C(O[K])(C)(C)C.Cl. (5) Given the product [F:31][C@@H:26]([CH2:25][C@@H:20]([CH2:19][P:9]([OH:10])([OH:11])=[O:8])[C:21]([OH:23])=[O:22])[C:27]([OH:29])=[O:28], predict the reactants needed to synthesize it. The reactants are: C([O:8][P:9]([CH2:19][C@H:20]([CH2:25][C@H:26]([F:31])[C:27]([O:29]C)=[O:28])[C:21]([O:23]C)=[O:22])([O:11]CC1C=CC=CC=1)=[O:10])C1C=CC=CC=1. (6) Given the product [CH3:17][C:14]([CH3:18])([CH2:15][CH3:16])[CH2:13][C:11]1[N:10]=[C:9]([CH2:19][CH2:20][C:21]([NH:1][NH2:2])=[O:22])[N:8]([S:5]([N:4]([CH3:25])[CH3:3])(=[O:7])=[O:6])[CH:12]=1, predict the reactants needed to synthesize it. The reactants are: [NH2:1][NH2:2].[CH3:3][N:4]([CH3:25])[S:5]([N:8]1[CH:12]=[C:11]([CH2:13][C:14]([CH3:18])([CH3:17])[CH2:15][CH3:16])[N:10]=[C:9]1[CH2:19][CH2:20][C:21](OC)=[O:22])(=[O:7])=[O:6]. (7) Given the product [F:1][C:2]([F:10])([F:11])[C:3]1[CH:9]=[CH:8][CH:7]=[CH:6][C:4]=1[NH:5][C:17]1[CH:18]=[CH:19][N:20]=[C:15]([Cl:14])[N:16]=1, predict the reactants needed to synthesize it. The reactants are: [F:1][C:2]([F:11])([F:10])[C:3]1[CH:9]=[CH:8][CH:7]=[CH:6][C:4]=1[NH2:5].[H-].[Na+].[Cl:14][C:15]1[N:20]=[C:19](Cl)[CH:18]=[CH:17][N:16]=1.O.